This data is from Reaction yield outcomes from USPTO patents with 853,638 reactions. The task is: Predict the reaction yield, written as a fraction of the theoretical maximum amount of product (1.0 means a 100% yield; for example, 0.34 means a 34% yield). (1) The reactants are [S-:1][C:2]#[N:3].[NH4+].[F:5][C:6]1[CH:14]=[CH:13][C:9]([C:10](Cl)=[O:11])=[CH:8][CH:7]=1.[CH3:15][O:16][C:17]1[CH:18]=[C:19]([CH:21]=[C:22]([O:24][CH3:25])[CH:23]=1)[NH2:20]. The catalyst is CC(C)=O. The product is [CH3:25][O:24][C:22]1[CH:21]=[C:19]([NH:20][C:2]([NH:3][C:10](=[O:11])[C:9]2[CH:13]=[CH:14][C:6]([F:5])=[CH:7][CH:8]=2)=[S:1])[CH:18]=[C:17]([O:16][CH3:15])[CH:23]=1. The yield is 0.690. (2) The reactants are [Br:1][C:2]1[CH:3]=[C:4]2[C:10](I)=[N:9][N:8]([CH2:12][O:13][C:14](=[O:19])[C:15]([CH3:18])([CH3:17])[CH3:16])[C:5]2=[N:6][CH:7]=1.[Cl-].[Cl:21][C:22]1[CH:23]=[C:24]([CH:27]=[CH:28][CH:29]=1)[CH2:25][Zn+]. The catalyst is C1(P([Pd-4](P(C2C=CC=CC=2)(C2C=CC=CC=2)C2C=CC=CC=2)(P(C2C=CC=CC=2)(C2C=CC=CC=2)C2C=CC=CC=2)P(C2C=CC=CC=2)(C2C=CC=CC=2)C2C=CC=CC=2)(C2C=CC=CC=2)C2C=CC=CC=2)C=CC=CC=1.O1CCCC1. The product is [Br:1][C:2]1[CH:3]=[C:4]2[C:10]([CH2:25][C:24]3[CH:27]=[CH:28][CH:29]=[C:22]([Cl:21])[CH:23]=3)=[N:9][N:8]([CH2:12][O:13][C:14](=[O:19])[C:15]([CH3:18])([CH3:17])[CH3:16])[C:5]2=[N:6][CH:7]=1. The yield is 0.300. (3) The reactants are [CH2:1]([N:8]1[C@@H:13]2[C@H:14]([C:16]([O:18][C:19]([CH3:22])([CH3:21])[CH3:20])=[O:17])[CH2:15][C@@:9]1([C:43]1[CH:48]=[CH:47][CH:46]=[CH:45][CH:44]=1)[C@H:10]([O:23][C@H:24]([C:39](OC)=[O:40])[C:25]1[CH:30]=[C:29]([C:31]([F:34])([F:33])[F:32])[CH:28]=[C:27]([C:35]([F:38])([F:37])[F:36])[CH:26]=1)[CH2:11][CH2:12]2)[C:2]1[CH:7]=[CH:6][CH:5]=[CH:4][CH:3]=1.C(N1[C@@H]2[C@H](C(OC(C)(C)C)=O)C[C@@]1(C1C=CC=CC=1)[C@H](O[C@@H](C(OC)=O)C1C=C(C(F)(F)F)C=C(C(F)(F)F)C=1)CC2)C1C=CC=CC=1.[BH4-].[Na+]. The catalyst is CO. The product is [CH2:1]([N:8]1[C@@H:13]2[C@H:14]([C:16]([O:18][C:19]([CH3:21])([CH3:22])[CH3:20])=[O:17])[CH2:15][C@@:9]1([C:43]1[CH:48]=[CH:47][CH:46]=[CH:45][CH:44]=1)[C@H:10]([O:23][C@H:24]([C:25]1[CH:26]=[C:27]([C:35]([F:36])([F:37])[F:38])[CH:28]=[C:29]([C:31]([F:32])([F:33])[F:34])[CH:30]=1)[CH2:39][OH:40])[CH2:11][CH2:12]2)[C:2]1[CH:7]=[CH:6][CH:5]=[CH:4][CH:3]=1. The yield is 0.920. (4) The reactants are CON(C)[C:4]([C:6]1[CH:7]=[CH:8][C:9]2[N:13]=[C:12]([C:14]3[CH:19]=[CH:18][C:17]([O:20][CH2:21][C:22]#[CH:23])=[CH:16][CH:15]=3)[NH:11][C:10]=2[CH:24]=1)=[O:5].[H-].[Al+3].[Li+].[H-].[H-].[H-]. No catalyst specified. The product is [CH2:21]([O:20][C:17]1[CH:16]=[CH:15][C:14]([C:12]2[NH:11][C:10]3[CH:24]=[C:6]([CH:4]=[O:5])[CH:7]=[CH:8][C:9]=3[N:13]=2)=[CH:19][CH:18]=1)[C:22]#[CH:23]. The yield is 0.730. (5) The reactants are [CH2:1]([O:8][C:9]([NH:11][CH:12]([CH2:16][CH:17]([CH3:19])[CH3:18])[C:13]([OH:15])=O)=[O:10])[C:2]1[CH:7]=[CH:6][CH:5]=[CH:4][CH:3]=1.[NH2:20][C:21]1[CH:22]=[CH:23][C:24]([OH:31])=[C:25]([CH:30]=1)[C:26]([O:28][CH3:29])=[O:27].CCN(CC)CC.CN(C(ON1N=NC2C=CC=NC1=2)=[N+](C)C)C.F[P-](F)(F)(F)(F)F. The catalyst is CC#N. The product is [CH2:1]([O:8][C:9]([NH:11][CH:12]([CH2:16][CH:17]([CH3:19])[CH3:18])[C:13]([NH:20][C:21]1[CH:22]=[CH:23][C:24]([OH:31])=[C:25]([CH:30]=1)[C:26]([O:28][CH3:29])=[O:27])=[O:15])=[O:10])[C:2]1[CH:3]=[CH:4][CH:5]=[CH:6][CH:7]=1. The yield is 0.518. (6) The reactants are [C:1]1([C:7]([N:9]=[C:10]=[S:11])=[O:8])[CH:6]=[CH:5][CH:4]=[CH:3][CH:2]=1.[CH3:12][O:13][C:14]1[CH:15]=[C:16]2[C:21](=[CH:22][C:23]=1[O:24][CH3:25])[N:20]=[CH:19][CH:18]=[C:17]2[O:26][C:27]1[CH:33]=[CH:32][C:30]([NH2:31])=[C:29]([CH3:34])[CH:28]=1.C1(C)C=CC=CC=1. The catalyst is C(O)C. The product is [C:7]([NH:9][C:10]([NH:31][C:30]1[CH:32]=[CH:33][C:27]([O:26][C:17]2[C:16]3[C:21](=[CH:22][C:23]([O:24][CH3:25])=[C:14]([O:13][CH3:12])[CH:15]=3)[N:20]=[CH:19][CH:18]=2)=[CH:28][C:29]=1[CH3:34])=[S:11])(=[O:8])[C:1]1[CH:6]=[CH:5][CH:4]=[CH:3][CH:2]=1. The yield is 0.580. (7) The reactants are [CH3:1][O:2][CH2:3][C@@H:4]1[CH2:8][CH2:7][CH2:6][N:5]1[C:9]([C:11]1[S:19][C:18]2[C:13](=[N:14][CH:15]=[CH:16][C:17]=2[O:20][C:21]2[CH:22]=[CH:23][C:24]3[C:28]([C:29]([O:31]C)=[O:30])=[C:27]([CH3:33])[S:26][C:25]=3[CH:34]=2)[CH:12]=1)=[O:10].O[Li].O. No catalyst specified. The product is [CH3:1][O:2][CH2:3][C@@H:4]1[CH2:8][CH2:7][CH2:6][N:5]1[C:9]([C:11]1[S:19][C:18]2[C:13](=[N:14][CH:15]=[CH:16][C:17]=2[O:20][C:21]2[CH:22]=[CH:23][C:24]3[C:28]([C:29]([OH:31])=[O:30])=[C:27]([CH3:33])[S:26][C:25]=3[CH:34]=2)[CH:12]=1)=[O:10]. The yield is 0.750. (8) The catalyst is O. The yield is 0.300. The reactants are [CH2:1]([N:8]=[C:9]=[O:10])[CH2:2][CH2:3][CH2:4][CH2:5][CH2:6][CH3:7].[CH2:11]([O:13][C@@H:14]([CH2:18][C:19]1[CH:24]=[CH:23][C:22]([C:25]2[S:29][C:28]([NH:30][CH3:31])=[N:27][CH:26]=2)=[CH:21][CH:20]=1)[C:15]([O-:17])=[O:16])[CH3:12].Cl[CH2:33]Cl. The product is [CH2:11]([O:13][C@@H:14]([CH2:18][C:19]1[CH:20]=[CH:21][C:22]([C:25]2[S:29][C:28]([N:30]([CH3:31])[C:9]([NH:8][CH2:1][CH2:2][CH2:3][CH2:4][CH2:5][CH2:6][CH3:7])=[O:10])=[N:27][CH:26]=2)=[CH:23][CH:24]=1)[C:15]([O:17][CH3:33])=[O:16])[CH3:12]. (9) The reactants are [Si:1]([O:8][CH2:9][CH2:10][CH2:11][N:12]1[C:21](=[O:22])[C:20]2[C:15](=[CH:16][CH:17]=[C:18]([O:23][C:24]([F:27])([F:26])[F:25])[CH:19]=2)[N:14]([CH3:28])[C:13]1=[O:29])([C:4]([CH3:7])([CH3:6])[CH3:5])([CH3:3])[CH3:2].[Li+].CC([N-]C(C)C)C.[CH:38](=[O:45])[C:39]1[CH:44]=[CH:43][CH:42]=[CH:41][CH:40]=1. The catalyst is C1COCC1. The product is [Si:1]([O:8][CH2:9][CH2:10][CH2:11][N:12]1[C:21](=[O:22])[C:20]2[C:15](=[CH:16][CH:17]=[C:18]([O:23][C:24]([F:26])([F:27])[F:25])[C:19]=2[CH:38]([OH:45])[C:39]2[CH:44]=[CH:43][CH:42]=[CH:41][CH:40]=2)[N:14]([CH3:28])[C:13]1=[O:29])([C:4]([CH3:6])([CH3:7])[CH3:5])([CH3:3])[CH3:2]. The yield is 0.616.